This data is from HIV replication inhibition screening data with 41,000+ compounds from the AIDS Antiviral Screen. The task is: Binary Classification. Given a drug SMILES string, predict its activity (active/inactive) in a high-throughput screening assay against a specified biological target. (1) The drug is CCn1c2ccccc2c2ccc(C3C(C(=O)OC)=C(C)NC(C)=C3C(=O)OC)cc21. The result is 0 (inactive). (2) The molecule is CCOC(=O)C1=C(C)N(NC(=O)c2ccccc2)C2(O)CCCC12C(=O)OCC. The result is 0 (inactive). (3) The drug is COc1cc(CC2COC(=O)C2(O)Cc2ccc(O)c(OC)c2)ccc1O. The result is 1 (active). (4) The molecule is CCOP(=O)(OCC)C(C(=O)OC)C(=O)C(=O)Nc1ccc(Cl)cc1Cl. The result is 0 (inactive).